This data is from Reaction yield outcomes from USPTO patents with 853,638 reactions. The task is: Predict the reaction yield, written as a fraction of the theoretical maximum amount of product (1.0 means a 100% yield; for example, 0.34 means a 34% yield). (1) The reactants are [CH3:1][O:2][C:3](=[O:15])[C:4]1[CH:9]=[C:8]([O:10][CH3:11])[C:7]([CH3:12])=[C:6]([O:13][CH3:14])[CH:5]=1.[Br:16]Br. The catalyst is ClCCl. The product is [CH3:1][O:2][C:3](=[O:15])[C:4]1[CH:5]=[C:6]([O:13][CH3:14])[C:7]([CH3:12])=[C:8]([O:10][CH3:11])[C:9]=1[Br:16]. The yield is 0.950. (2) The reactants are [Cl:1][C:2]1[CH:3]=[C:4]([NH:9][C:10](=[NH:13])SC)[CH:5]=[CH:6][C:7]=1[Cl:8].[NH4+:14].[OH-]. The catalyst is C(O)C. The product is [Cl:1][C:2]1[CH:3]=[C:4]([NH:9][C:10]([NH2:13])=[NH:14])[CH:5]=[CH:6][C:7]=1[Cl:8]. The yield is 0.900. (3) The reactants are CS(O[CH2:6][CH2:7][NH:8][C:9]1[C:13]([C:14]2[N:18]([C:19]3[CH:24]=[CH:23][C:22]([F:25])=[C:21]([Br:26])[CH:20]=3)[C:17](=[O:27])[O:16][N:15]=2)=[N:12][O:11][N:10]=1)(=O)=O.[N-:28]=[N+:29]=[N-:30].[Na+]. The catalyst is CN(C)C=O. The product is [N:28]([CH2:6][CH2:7][NH:8][C:9]1[C:13]([C:14]2[N:18]([C:19]3[CH:24]=[CH:23][C:22]([F:25])=[C:21]([Br:26])[CH:20]=3)[C:17](=[O:27])[O:16][N:15]=2)=[N:12][O:11][N:10]=1)=[N+:29]=[N-:30]. The yield is 0.770. (4) The reactants are [NH2:1][C:2]1[CH:3]=[C:4]([C:8]2[CH:13]=[C:12]([C:14]3[CH:19]=[CH:18][C:17]([Cl:20])=[CH:16][C:15]=3[O:21][CH2:22][O:23][CH3:24])[N:11]=[C:10]([NH:25][C:26](=[O:33])[C:27]3[CH:32]=[CH:31][CH:30]=[CH:29][CH:28]=3)[C:9]=2[C:34]#[N:35])[CH:5]=[CH:6][CH:7]=1.[C:36]([NH:43][CH2:44][CH2:45][C:46](O)=[O:47])([O:38][C:39]([CH3:42])([CH3:41])[CH3:40])=[O:37].C1C=CC2N(O)N=NC=2C=1. The catalyst is CN(C=O)C.C(=O)([O-])O.[Na+]. The product is [C:39]([O:38][C:36](=[O:37])[NH:43][CH2:44][CH2:45][C:46]([NH:1][C:2]1[CH:7]=[CH:6][CH:5]=[C:4]([C:8]2[CH:13]=[C:12]([C:14]3[CH:19]=[CH:18][C:17]([Cl:20])=[CH:16][C:15]=3[O:21][CH2:22][O:23][CH3:24])[N:11]=[C:10]([NH:25][C:26](=[O:33])[C:27]3[CH:28]=[CH:29][CH:30]=[CH:31][CH:32]=3)[C:9]=2[C:34]#[N:35])[CH:3]=1)=[O:47])([CH3:42])([CH3:40])[CH3:41]. The yield is 0.250. (5) The reactants are C([C@@H]1COC(=O)[N:9]1[C:14](=[O:40])[C@@H:15]([CH2:30][C:31]1[CH:36]=[C:35]([CH3:37])[C:34]([F:38])=[C:33]([CH3:39])[CH:32]=1)[CH2:16][CH2:17][N:18]([CH2:20][CH2:21][CH2:22][C:23]1[CH:28]=[CH:27][C:26]([F:29])=[CH:25][CH:24]=1)[CH3:19])C1C=CC=CC=1.[C-]#N.[K+].Cl.C1C[O:48]CC1.CO. No catalyst specified. The product is [F:38][C:34]1[C:35]([CH3:37])=[CH:36][C:31]([CH2:30][C@@H:15]([CH2:16][CH2:17][N:18]([CH2:20][CH2:21][CH2:22][C:23]2[CH:28]=[CH:27][C:26]([F:29])=[CH:25][CH:24]=2)[CH3:19])[C:14]([NH:9][OH:48])=[O:40])=[CH:32][C:33]=1[CH3:39]. The yield is 0.660. (6) The reactants are [CH3:1][C:2]1[CH:3]=[CH:4][C:5]([N:10]2[CH:14]=[C:13]([CH3:15])[N:12]=[CH:11]2)=[C:6]([CH:9]=1)[C:7]#[N:8].[CH3:16][N+:17]([CH3:19])=[CH2:18].[I-]. The catalyst is CN(C=O)C. The yield is 0.640. The product is [CH3:16][N:17]([CH2:19][C:14]1[N:10]([C:5]2[CH:4]=[CH:3][C:2]([CH3:1])=[CH:9][C:6]=2[C:7]#[N:8])[CH:11]=[N:12][C:13]=1[CH3:15])[CH3:18]. (7) The reactants are [F:1][C:2]1[C:21]([NH:22][C:23]([NH:25]C2C=CN=C(C)C=2)=[O:24])=[CH:20][CH:19]=[CH:18][C:3]=1[CH2:4][N:5]1[CH2:10][CH2:9][N:8]([C:11]([O:13][C:14]([CH3:17])([CH3:16])C)=[O:12])[CH2:7][CH2:6]1.Cl.CCN(CC)CC.[CH:41]1[C:46]([N+:47]([O-])=O)=[CH:45][CH:44]=[C:43]([Cl-]C([O-])=O)[CH:42]=1.OC1C[CH2:59][O:58][CH2:57]C1.[H-].[Na+].C(=O)([O-])N. The catalyst is CO.O1CCOCC1.C(Cl)Cl. The product is [O:58]1[CH2:59][CH2:16][CH:14]([O:13][C:11]([N:8]2[CH2:7][CH2:6][N:5]([CH2:4][C:3]3[CH:18]=[CH:19][CH:20]=[C:21]([NH:22][C:23]([NH:25][C:43]4[CH:42]=[N:47][C:46]([CH3:41])=[CH:45][CH:44]=4)=[O:24])[C:2]=3[F:1])[CH2:10][CH2:9]2)=[O:12])[CH2:17][CH2:57]1. The yield is 0.390. (8) The reactants are C([O:5][C:6](=O)[C:7]1[CH:12]=[CH:11][C:10]([OH:13])=[C:9]([C:14]([CH3:17])([CH3:16])[CH3:15])[CH:8]=1)(C)(C)C.C1CCC([N:25]=C=NC2CCCCC2)CC1.C1C=CC2N(O)N=NC=2C=1.[OH-].[NH4+]. The catalyst is CN(C=O)C. The product is [C:14]([C:9]1[CH:8]=[C:7]([CH:12]=[CH:11][C:10]=1[OH:13])[C:6]([NH2:25])=[O:5])([CH3:17])([CH3:16])[CH3:15]. The yield is 0.875. (9) The reactants are Br[C:2]1[CH:3]=[C:4]([CH:10]=[CH:11][C:12]=1[F:13])[C:5]([O:7][CH2:8][CH3:9])=[O:6].[CH3:14][CH2:15]CC[Sn](C=C)(CCCC)CCCC.[F-].[K+]. The catalyst is O1CCOCC1.C1C=CC(P(C2C=CC=CC=2)C2C=CC=CC=2)=CC=1.C1C=CC(P(C2C=CC=CC=2)C2C=CC=CC=2)=CC=1.Cl[Pd]Cl. The product is [F:13][C:12]1[CH:11]=[CH:10][C:4]([C:5]([O:7][CH2:8][CH3:9])=[O:6])=[CH:3][C:2]=1[CH:14]=[CH2:15]. The yield is 0.870.